This data is from Retrosynthesis with 50K atom-mapped reactions and 10 reaction types from USPTO. The task is: Predict the reactants needed to synthesize the given product. (1) Given the product C=CC(c1ccccc1)c1cc(C)c2c(c1O)C(=NO)CC2, predict the reactants needed to synthesize it. The reactants are: C=CC(c1ccccc1)c1cc(C)c2c(c1O)C(=O)CC2.NO. (2) The reactants are: NC(=O)N1c2ccccc2CC(O)c2ccccc21. Given the product NC(=O)N1c2ccccc2CC(=O)c2ccccc21, predict the reactants needed to synthesize it. (3) Given the product CCCc1c(OCC2(Sc3ccc(C(=O)CCC(=O)O)cc3)CCCCC2O)ccc(C(C)=O)c1O, predict the reactants needed to synthesize it. The reactants are: CCCc1c(OCC2(Sc3ccc(C(=O)CCC(=O)OC)cc3)CCCCC2O)ccc(C(C)=O)c1O. (4) Given the product CCOC(=O)c1cn(C)c2c(C)c(C=O)sc2c1=O, predict the reactants needed to synthesize it. The reactants are: CCOC(=O)c1c[nH]c2c(C)c(C=O)sc2c1=O.CI. (5) Given the product COc1cccc([C@@H](C)Nc2nc(Cl)ncc2Cl)c1, predict the reactants needed to synthesize it. The reactants are: COc1cccc([C@@H](C)N)c1.Clc1ncc(Cl)c(Cl)n1. (6) Given the product CCn1ccnc1-c1ccc([N+](=O)[O-])cc1, predict the reactants needed to synthesize it. The reactants are: CCI.O=[N+]([O-])c1ccc(-c2ncc[nH]2)cc1. (7) Given the product CCCN1CCN(c2nc(-c3ccc(F)c(Cl)c3)cc(N3CCN(C(=O)OC(C)(C)C)CC3)n2)CC1, predict the reactants needed to synthesize it. The reactants are: CC(C)(C)OC(=O)N1CCN(c2cc(-c3ccc(F)c(Cl)c3)nc(Cl)n2)CC1.CCCN1CCNCC1. (8) The reactants are: COC(=N)N.O=C=Nc1ccc(Cl)cc1. Given the product COC(=N)NC(=O)Nc1ccc(Cl)cc1, predict the reactants needed to synthesize it. (9) Given the product CCCOC(=O)Cc1c2n(c3ccccc13)CC(n1cc(Cc3ccccc3)nn1)CC2, predict the reactants needed to synthesize it. The reactants are: C#CCc1ccccc1.CCCOC(=O)Cc1c2n(c3ccccc13)CC(N=[N+]=[N-])CC2. (10) Given the product COc1ccc(OC)c(-c2ccc(/C(C)=C/CO)cc2)c1, predict the reactants needed to synthesize it. The reactants are: CCOC(=O)/C=C(\C)c1ccc(-c2cc(OC)ccc2OC)cc1.